This data is from Forward reaction prediction with 1.9M reactions from USPTO patents (1976-2016). The task is: Predict the product of the given reaction. (1) Given the reactants [C:1]([C:5]1[S:9][C:8](=[NH:10])[N:7]([CH2:11][C:12]2([OH:18])[CH2:17][CH2:16][CH2:15][CH2:14][CH2:13]2)[CH:6]=1)([CH3:4])([CH3:3])[CH3:2].[Cl:19][C:20]1[CH:21]=[CH:22][C:23]([O:29][CH3:30])=[C:24]([CH:28]=1)[C:25](O)=[O:26].S(Cl)(Cl)=O.C(N(CC)CC)C, predict the reaction product. The product is: [C:1]([C:5]1[S:9]/[C:8](=[N:10]\[C:25](=[O:26])[C:24]2[CH:28]=[C:20]([Cl:19])[CH:21]=[CH:22][C:23]=2[O:29][CH3:30])/[N:7]([CH2:11][C:12]2([OH:18])[CH2:13][CH2:14][CH2:15][CH2:16][CH2:17]2)[CH:6]=1)([CH3:4])([CH3:2])[CH3:3]. (2) Given the reactants [Cl:1][C:2]1[CH:10]=[CH:9][CH:8]=[C:7]2[C:3]=1[C:4](=[O:20])[C:5](=[O:19])[N:6]2[CH:11]([CH2:15][CH:16]([CH3:18])[CH3:17])[C:12]([OH:14])=O.[N:21]1[CH:26]=[CH:25][CH:24]=[CH:23][C:22]=1[NH2:27].C(N(CC)C(C)C)(C)C.F[P-](F)(F)(F)(F)F.N1(O[P+](N(C)C)(N(C)C)N(C)C)C2C=CC=CC=2N=N1, predict the reaction product. The product is: [N:21]1[CH:26]=[CH:25][CH:24]=[CH:23][C:22]=1[NH:27][C:12](=[O:14])[CH:11]([N:6]1[C:7]2[C:3](=[C:2]([Cl:1])[CH:10]=[CH:9][CH:8]=2)[C:4](=[O:20])[C:5]1=[O:19])[CH2:15][CH:16]([CH3:18])[CH3:17]. (3) Given the reactants [Cl:1][C:2]1[CH:7]=[CH:6][C:5]([CH:8]2[C:12]3[NH:13][C:14]([C:16]([O:18]CC)=[O:17])=[CH:15][C:11]=3[CH2:10][CH2:9]2)=[CH:4][CH:3]=1.[OH-].[Na+].CO, predict the reaction product. The product is: [Cl:1][C:2]1[CH:3]=[CH:4][C:5]([CH:8]2[C:12]3[NH:13][C:14]([C:16]([OH:18])=[O:17])=[CH:15][C:11]=3[CH2:10][CH2:9]2)=[CH:6][CH:7]=1. (4) The product is: [Cl:1][C:2]1[CH:3]=[C:4]([N:10]([CH2:17][CH:18]2[CH2:20][CH2:19]2)[CH:11]([CH2:15][CH3:16])[C:12]([NH:23][CH2:21][CH3:22])=[O:14])[CH:5]=[CH:6][C:7]=1[C:8]#[N:9]. Given the reactants [Cl:1][C:2]1[CH:3]=[C:4]([N:10]([CH2:17][CH:18]2[CH2:20][CH2:19]2)[CH:11]([CH2:15][CH3:16])[C:12]([OH:14])=O)[CH:5]=[CH:6][C:7]=1[C:8]#[N:9].[CH2:21]([NH2:23])[CH3:22], predict the reaction product. (5) Given the reactants [CH3:1][C:2]1[C:3]([C:7]([OH:9])=O)=[N:4][NH:5][CH:6]=1.[NH2:10][C:11]1[CH:12]=[N:13][C:14]2[C:19]([CH:20]=1)=[CH:18][CH:17]=[CH:16][CH:15]=2.C(NC(C)C)(C)C.CN(C(ON1N=NC2C=CC=NC1=2)=[N+](C)C)C.F[P-](F)(F)(F)(F)F, predict the reaction product. The product is: [N:13]1[C:14]2[C:19](=[CH:18][CH:17]=[CH:16][CH:15]=2)[CH:20]=[C:11]([NH:10][C:7]([C:3]2[C:2]([CH3:1])=[CH:6][NH:5][N:4]=2)=[O:9])[CH:12]=1. (6) Given the reactants C([O:3][C:4](=[O:33])[CH2:5][S:6][C:7]1[S:11][C:10]([NH:12][C:13]([N:15]([CH2:27][CH:28]2C[CH2:31][CH2:30][CH2:29]2)[C:16]2[CH:21]=[CH:20][CH:19]=[C:18]([NH:22][S:23]([CH3:26])(=[O:25])=[O:24])[CH:17]=2)=[O:14])=[N:9][CH:8]=1)C.[CH:34]1(CN(C2C=CC(F)=C(F)C=2)C(=O)NC2SC=C(CC(O)=O)N=2)CCCC1.NC1C=C(NS(C)(=O)=O)C=CC=1.C1(C=O)CCCC1.C(OC(=O)CSC1SC(N)=NC=1)C, predict the reaction product. The product is: [CH:27]1([N:15]([C:16]2[CH:21]=[CH:20][CH:19]=[C:18]([NH:22][S:23]([CH3:26])(=[O:24])=[O:25])[CH:17]=2)[C:13](=[O:14])[N:12]([CH3:34])[C:10]2[S:11][C:7]([S:6][CH2:5][C:4]([OH:3])=[O:33])=[CH:8][N:9]=2)[CH2:31][CH2:30][CH2:29][CH2:28]1. (7) Given the reactants [CH2:1]([O:3][C:4]([NH:6][C:7]1[CH:8]=[C:9]2[C:14](=[CH:15][CH:16]=1)[C:13]([CH3:17])=[N:12][CH2:11][CH2:10]2)=[O:5])[CH3:2], predict the reaction product. The product is: [CH2:1]([O:3][C:4]([NH:6][C:7]1[CH:8]=[C:9]2[C:14](=[CH:15][CH:16]=1)[C:13]([CH3:17])=[N:12][CH:11]=[CH:10]2)=[O:5])[CH3:2].